Predict the product of the given reaction. From a dataset of Forward reaction prediction with 1.9M reactions from USPTO patents (1976-2016). Given the reactants [CH3:1][S:2]([C:5]1[CH:6]=[C:7]([C:11]2[S:15][C:14]([CH2:16][NH:17][S:18]([C:21]3[CH:26]=[CH:25][CH:24]=[CH:23][C:22]=3[C:27]([F:30])([F:29])[F:28])(=[O:20])=[O:19])=[CH:13][CH:12]=2)[CH:8]=[CH:9][CH:10]=1)(=[O:4])=[O:3].I[CH2:32][CH2:33][CH3:34].C(=O)([O-])[O-].[Cs+].[Cs+], predict the reaction product. The product is: [CH3:1][S:2]([C:5]1[CH:6]=[C:7]([C:11]2[S:15][C:14]([CH2:16][N:17]([CH2:32][CH2:33][CH3:34])[S:18]([C:21]3[CH:26]=[CH:25][CH:24]=[CH:23][C:22]=3[C:27]([F:30])([F:28])[F:29])(=[O:20])=[O:19])=[CH:13][CH:12]=2)[CH:8]=[CH:9][CH:10]=1)(=[O:3])=[O:4].